The task is: Predict the reactants needed to synthesize the given product.. This data is from Full USPTO retrosynthesis dataset with 1.9M reactions from patents (1976-2016). (1) Given the product [Br:12][C:8]1[C:7]2[O:13][C:2]([CH3:15])([CH3:14])[C:3](=[O:4])[NH:5][C:6]=2[CH:11]=[CH:10][CH:9]=1, predict the reactants needed to synthesize it. The reactants are: Br[C:2]([CH3:15])([CH3:14])[C:3]([NH:5][C:6]1[CH:11]=[CH:10][CH:9]=[C:8]([Br:12])[C:7]=1[OH:13])=[O:4].C([O-])([O-])=O.[K+].[K+].O.C(OCC)(=O)C. (2) Given the product [O:21]1[CH2:20][CH:19]1[CH2:17][O:1][C:2]1[C:14]2[C:13]3[C:8](=[CH:9][CH:10]=[CH:11][CH:12]=3)[NH:7][C:6]=2[CH:5]=[CH:4][CH:3]=1, predict the reactants needed to synthesize it. The reactants are: [OH:1][C:2]1[C:14]2[C:13]3[C:8](=[CH:9][CH:10]=[CH:11][CH:12]=3)[NH:7][C:6]=2[CH:5]=[CH:4][CH:3]=1.[OH-].[Na+].[CH2:17]([CH:19]1[O:21][CH2:20]1)Cl. (3) Given the product [ClH:13].[Cl:13][C:14]1[CH:33]=[CH:32][C:17]([NH:18][C:19]2[C:28]3[C:23](=[CH:24][C:25]([O:31][CH2:44][CH2:43][CH2:42][N:40]4[CH2:39][CH:38]([CH3:46])[O:37][CH:36]([CH3:35])[CH2:41]4)=[C:26]([O:29][CH3:30])[CH:27]=3)[N:22]=[CH:21][N:20]=2)=[C:16]([F:34])[CH:15]=1, predict the reactants needed to synthesize it. The reactants are: N(C(OCC)=O)=NC(OCC)=O.[Cl:13][C:14]1[CH:33]=[CH:32][C:17]([NH:18][C:19]2[C:28]3[C:23](=[CH:24][C:25]([OH:31])=[C:26]([O:29][CH3:30])[CH:27]=3)[N:22]=[CH:21][N:20]=2)=[C:16]([F:34])[CH:15]=1.[CH3:35][C@H:36]1[CH2:41][N:40]([CH2:42][CH2:43][CH2:44]O)[CH2:39][C@@H:38]([CH3:46])[O:37]1.C1(P(C2C=CC=CC=2)C2C=CC=CC=2)C=CC=CC=1. (4) Given the product [CH3:8][S:9]([O:7][CH:4]1[CH2:5][CH2:6][O:1][CH2:2][CH2:3]1)(=[O:11])=[O:10], predict the reactants needed to synthesize it. The reactants are: [O:1]1[CH2:6][CH2:5][CH:4]([OH:7])[CH2:3][CH2:2]1.[CH3:8][S:9](Cl)(=[O:11])=[O:10].